Dataset: Peptide-MHC class I binding affinity with 185,985 pairs from IEDB/IMGT. Task: Regression. Given a peptide amino acid sequence and an MHC pseudo amino acid sequence, predict their binding affinity value. This is MHC class I binding data. (1) The peptide sequence is IQNALEKAL. The MHC is HLA-A69:01 with pseudo-sequence HLA-A69:01. The binding affinity (normalized) is 0.0847. (2) The peptide sequence is GPRGRHVVL. The MHC is HLA-B07:02 with pseudo-sequence HLA-B07:02. The binding affinity (normalized) is 1.00. (3) The peptide sequence is QDYTSGPGIR. The MHC is Mamu-B8301 with pseudo-sequence Mamu-B8301. The binding affinity (normalized) is 0.280. (4) The peptide sequence is KINAWIKVV. The MHC is HLA-A03:01 with pseudo-sequence HLA-A03:01. The binding affinity (normalized) is 0.0890. (5) The peptide sequence is CCNWLDRCR. The MHC is HLA-A03:01 with pseudo-sequence HLA-A03:01. The binding affinity (normalized) is 0. (6) The peptide sequence is MSLYMAISPK. The MHC is HLA-A31:01 with pseudo-sequence HLA-A31:01. The binding affinity (normalized) is 0.608. (7) The MHC is HLA-A26:01 with pseudo-sequence HLA-A26:01. The peptide sequence is IVIKVSARV. The binding affinity (normalized) is 0.424. (8) The peptide sequence is TLYQIQVMKR. The MHC is HLA-A33:01 with pseudo-sequence HLA-A33:01. The binding affinity (normalized) is 0.415.